From a dataset of Reaction yield outcomes from USPTO patents with 853,638 reactions. Predict the reaction yield, written as a fraction of the theoretical maximum amount of product (1.0 means a 100% yield; for example, 0.34 means a 34% yield). (1) The reactants are [CH3:1][C:2]1([CH3:10])[C@H:8]2[CH2:9][C@@H:3]1[CH2:4][CH2:5][C:6]2=[O:7].[CH2:11]([Li])[CH2:12][CH2:13]C.C(Br)C=C. No catalyst specified. The product is [CH2:13]([CH:5]1[CH2:4][C@@H:3]2[CH2:9][C@H:8]([C:2]2([CH3:10])[CH3:1])[C:6]1=[O:7])[CH:12]=[CH2:11]. The yield is 0.660. (2) The reactants are [C:1]([O:5][C:6]([NH:8][C:9]1[CH:14]=[CH:13][C:12]([CH2:15][CH2:16][CH2:17][O:18][C:19]2[CH:24]=[CH:23][C:22]([CH2:25][C@H:26]([O:32][CH2:33][CH3:34])[C:27]([O:29]CC)=[O:28])=[CH:21][CH:20]=2)=[CH:11][CH:10]=1)=[O:7])([CH3:4])([CH3:3])[CH3:2].[OH-].[Li+]. The catalyst is C1COCC1.O. The product is [C:1]([O:5][C:6]([NH:8][C:9]1[CH:10]=[CH:11][C:12]([CH2:15][CH2:16][CH2:17][O:18][C:19]2[CH:20]=[CH:21][C:22]([CH2:25][C@H:26]([O:32][CH2:33][CH3:34])[C:27]([OH:29])=[O:28])=[CH:23][CH:24]=2)=[CH:13][CH:14]=1)=[O:7])([CH3:3])([CH3:4])[CH3:2]. The yield is 0.960. (3) The reactants are [Mg].Br[C:3]1[CH:8]=[CH:7][CH:6]=[CH:5][C:4]=1[C:9]1[CH:14]=[CH:13][CH:12]=[CH:11][CH:10]=1.[Br:15][C:16]1[CH:28]=[CH:27][C:26]2[C:25]3[C:20](=[CH:21][CH:22]=[CH:23][CH:24]=3)[C:19](=[O:29])[C:18]=2[CH:17]=1. The catalyst is C(OCC)C. The product is [C:4]1([C:9]2[CH:14]=[CH:13][CH:12]=[CH:11][CH:10]=2)[CH:5]=[CH:6][CH:7]=[CH:8][C:3]=1[C:19]1([OH:29])[C:18]2[CH:17]=[C:16]([Br:15])[CH:28]=[CH:27][C:26]=2[C:25]2[C:20]1=[CH:21][CH:22]=[CH:23][CH:24]=2. The yield is 0.900.